From a dataset of Forward reaction prediction with 1.9M reactions from USPTO patents (1976-2016). Predict the product of the given reaction. (1) Given the reactants Cl[C:2]1[C:3]2[C:10]([CH2:11][CH3:12])=[C:9]([CH2:13][CH2:14][CH3:15])[NH:8][C:4]=2[N:5]=[CH:6][N:7]=1.[NH2:16][C:17]1[C:26]([O:27][CH3:28])=[CH:25][C:20]2[NH:21][C:22](=[O:24])[S:23][C:19]=2[CH:18]=1, predict the reaction product. The product is: [CH2:11]([C:10]1[C:3]2[C:2]([NH:16][C:17]3[C:26]([O:27][CH3:28])=[CH:25][C:20]4[NH:21][C:22](=[O:24])[S:23][C:19]=4[CH:18]=3)=[N:7][CH:6]=[N:5][C:4]=2[NH:8][C:9]=1[CH2:13][CH2:14][CH3:15])[CH3:12]. (2) Given the reactants [I:1][C:2]1[CH:10]=[C:6]([C:7]([OH:9])=O)[C:5]([OH:11])=[CH:4][CH:3]=1.[CH2:12](Br)[C:13]1[CH:18]=[CH:17][CH:16]=[CH:15][CH:14]=1.C(=O)([O-])[O-].[K+].[K+].CN(C)[CH:28]=[O:29], predict the reaction product. The product is: [CH2:12]([O:11][C:5]1[CH:4]=[CH:3][C:2]([I:1])=[CH:10][C:6]=1[C:7]([O:29][CH2:28][C:2]1[CH:10]=[CH:6][CH:5]=[CH:4][CH:3]=1)=[O:9])[C:13]1[CH:18]=[CH:17][CH:16]=[CH:15][CH:14]=1. (3) Given the reactants [CH3:1][C:2]1[C:6]2[C:7](=[O:19])[N:8]([CH2:11][CH2:12][N:13]3[CH2:18][CH2:17][O:16][CH2:15][CH2:14]3)[CH2:9][CH2:10][C:5]=2[NH:4][C:3]=1[CH:20]=O.[F:22][C:23]1[CH:24]=[C:25]2[C:29](=[CH:30][C:31]=1[NH:32][C:33](=[O:38])[C:34]([OH:37])([CH3:36])[CH3:35])[NH:28][C:27](=[O:39])[CH2:26]2, predict the reaction product. The product is: [F:22][C:23]1[CH:24]=[C:25]2[C:29](=[CH:30][C:31]=1[NH:32][C:33](=[O:38])[C:34]([OH:37])([CH3:36])[CH3:35])[NH:28][C:27](=[O:39])[C:26]2=[CH:20][C:3]1[NH:4][C:5]2[CH2:10][CH2:9][N:8]([CH2:11][CH2:12][N:13]3[CH2:14][CH2:15][O:16][CH2:17][CH2:18]3)[C:7](=[O:19])[C:6]=2[C:2]=1[CH3:1]. (4) Given the reactants [CH2:1]([O:8][C:9]1[CH:14]=[CH:13][C:12]([C:15]2[N:19]([C:20]3[CH:25]=[CH:24][C:23]([Cl:26])=[CH:22][C:21]=3[Cl:27])[N:18]=[C:17]([C:28](O)=[O:29])[C:16]=2[CH3:31])=[CH:11][CH:10]=1)[C:2]1[CH:7]=[CH:6][CH:5]=[CH:4][CH:3]=1.[F:32][C:33]1([F:40])[CH2:38][CH2:37][CH:36]([NH2:39])[CH2:35][CH2:34]1.C(N(CC)CC)C.F[P-](F)(F)(F)(F)F.N1(O[P+](N(C)C)(N(C)C)N(C)C)C2C=CC=CC=2N=N1, predict the reaction product. The product is: [F:32][C:33]1([F:40])[CH2:38][CH2:37][CH:36]([NH:39][C:28]([C:17]2[C:16]([CH3:31])=[C:15]([C:12]3[CH:11]=[CH:10][C:9]([O:8][CH2:1][C:2]4[CH:3]=[CH:4][CH:5]=[CH:6][CH:7]=4)=[CH:14][CH:13]=3)[N:19]([C:20]3[CH:25]=[CH:24][C:23]([Cl:26])=[CH:22][C:21]=3[Cl:27])[N:18]=2)=[O:29])[CH2:35][CH2:34]1. (5) Given the reactants [OH:1][CH:2]1[CH2:7][CH2:6][NH:5][CH2:4][CH2:3]1.C(N(CC)CC)C.[CH3:15][C:16]([CH3:21])([CH3:20])[C:17](Cl)=[O:18].[C:22](Cl)(=[O:26])[C:23]([CH3:25])=[CH2:24].[OH-].[Na+].C(O)(=O)CC(CC(O)=O)(C(O)=O)O, predict the reaction product. The product is: [C:22]([O:1][CH:2]1[CH2:7][CH2:6][N:5]([C:17](=[O:18])[C:16]([CH3:21])([CH3:20])[CH3:15])[CH2:4][CH2:3]1)(=[O:26])[C:23]([CH3:25])=[CH2:24]. (6) Given the reactants [CH2:1]([N:6]1[C:14]2[N:13]=[CH:12][NH:11][C:10]=2[C:9](=[O:15])[N:8]2[N:16]=[CH:17][N:18]=[C:7]12)[CH2:2][CH2:3][CH2:4][CH3:5].[Br:19]N1C(=O)CCC1=O, predict the reaction product. The product is: [Br:19][C:12]1[NH:11][C:10]2[C:9](=[O:15])[N:8]3[N:16]=[CH:17][N:18]=[C:7]3[N:6]([CH2:1][CH2:2][CH2:3][CH2:4][CH3:5])[C:14]=2[N:13]=1. (7) The product is: [Cl:16][C:17]1[C:18]([F:48])=[C:19]([NH:23][C:24]2[C:33]3[C:28](=[CH:29][C:30]([O:46][CH3:47])=[C:31]([CH2:34][N:35]([CH3:45])[C:36]4([C:42]([NH2:44])=[O:43])[CH2:41][CH2:40][N:39]([CH2:13][CH:10]5[CH2:12][CH2:11]5)[CH2:38][CH2:37]4)[CH:32]=3)[N:27]=[CH:26][N:25]=2)[CH:20]=[CH:21][CH:22]=1. Given the reactants CCN(C(C)C)C(C)C.[CH:10]1([CH2:13]Br)[CH2:12][CH2:11]1.Cl.[Cl:16][C:17]1[C:18]([F:48])=[C:19]([NH:23][C:24]2[C:33]3[C:28](=[CH:29][C:30]([O:46][CH3:47])=[C:31]([CH2:34][N:35]([CH3:45])[C:36]4([C:42]([NH2:44])=[O:43])[CH2:41][CH2:40][NH:39][CH2:38][CH2:37]4)[CH:32]=3)[N:27]=[CH:26][N:25]=2)[CH:20]=[CH:21][CH:22]=1, predict the reaction product. (8) The product is: [CH3:38][O:1][CH2:2][C@@H:3]([NH:5][C:6]([C:8]1[C:16]2[C:11](=[N:12][CH:13]=[C:14]([C:17]3[C:25]4[C:20](=[CH:21][C:22]([Cl:26])=[CH:23][CH:24]=4)[N:19]([CH3:27])[N:18]=3)[N:15]=2)[N:10]([CH2:28][O:29][CH2:30][CH2:31][Si:32]([CH3:34])([CH3:33])[CH3:35])[CH:9]=1)=[O:7])[CH3:4]. Given the reactants [OH:1][CH2:2][C@@H:3]([NH:5][C:6]([C:8]1[C:16]2[C:11](=[N:12][CH:13]=[C:14]([C:17]3[C:25]4[C:20](=[CH:21][C:22]([Cl:26])=[CH:23][CH:24]=4)[N:19]([CH3:27])[N:18]=3)[N:15]=2)[N:10]([CH2:28][O:29][CH2:30][CH2:31][Si:32]([CH3:35])([CH3:34])[CH3:33])[CH:9]=1)=[O:7])[CH3:4].[OH-].[K+].[CH2:38]1OCCOCCOCCOCCOCCOC1.IC, predict the reaction product.